Task: Binary Classification. Given a T-cell receptor sequence (or CDR3 region) and an epitope sequence, predict whether binding occurs between them.. Dataset: TCR-epitope binding with 47,182 pairs between 192 epitopes and 23,139 TCRs The epitope is KLPDDFTGCV. The TCR CDR3 sequence is CAISETDKLGFF. Result: 0 (the TCR does not bind to the epitope).